From a dataset of Reaction yield outcomes from USPTO patents with 853,638 reactions. Predict the reaction yield, written as a fraction of the theoretical maximum amount of product (1.0 means a 100% yield; for example, 0.34 means a 34% yield). (1) The reactants are Cl[C:2]1[CH:7]=[C:6]([C:8]2[CH:13]=[C:12]([Cl:14])[CH:11]=[CH:10][C:9]=2[CH3:15])[N:5]=[C:4]([NH2:16])[N:3]=1.[NH:17]1[C:25]2[C:20](=[CH:21][CH:22]=[C:23]([NH2:26])[CH:24]=2)[CH:19]=[N:18]1. No catalyst specified. The product is [Cl:14][C:12]1[CH:11]=[CH:10][C:9]([CH3:15])=[C:8]([C:6]2[N:5]=[C:4]([NH2:16])[N:3]=[C:2]([NH:26][C:23]3[CH:24]=[C:25]4[C:20]([CH:19]=[N:18][NH:17]4)=[CH:21][CH:22]=3)[CH:7]=2)[CH:13]=1. The yield is 0.730. (2) The reactants are [CH2:1]([O:8][CH:9]1[C@@H:14]([O:15][CH2:16][C:17]2[CH:22]=[CH:21][CH:20]=[CH:19][CH:18]=2)[C@H:13]([O:23][CH2:24][C:25]2[CH:30]=[CH:29][CH:28]=[CH:27][CH:26]=2)[C:12]([CH2:42][O:43]CC2C=CC(OC)=CC=2)([CH2:31]OCC2C=CC(OC)=CC=2)[O:11][C:10]1([C:54]1[CH:59]=[CH:58][C:57]([F:60])=[C:56]([CH2:61]C2C=CC(OC3CCOC3)=CC=2)[CH:55]=1)[OH:53])[C:2]1[CH:7]=[CH:6][CH:5]=[CH:4][CH:3]=1.[C:74]1([O:80][CH3:81])[CH:79]=[CH:78][CH:77]=[CH:76][CH:75]=1.F[C:83](F)(F)[C:84]([OH:86])=O.Cl[CH2:90]Cl. No catalyst specified. The product is [CH2:24]([O:23][C@H:13]1[C@H:14]([O:15][CH2:16][C:17]2[CH:18]=[CH:19][CH:20]=[CH:21][CH:22]=2)[CH:9]([O:8][CH2:1][C:2]2[CH:7]=[CH:6][CH:5]=[CH:4][CH:3]=2)[C:10]2([C:54]3[CH:59]=[CH:58][C:57]([F:60])=[C:56]([CH2:61][C:77]4[CH:78]=[CH:79][C:74]([O:80][CH:81]5[CH2:83][CH2:84][O:86][CH2:90]5)=[CH:75][CH:76]=4)[CH:55]=3)[O:11][C:12]1([CH2:42][OH:43])[CH2:31][O:53]2)[C:25]1[CH:26]=[CH:27][CH:28]=[CH:29][CH:30]=1. The yield is 0.830. (3) The reactants are Br[C:2]1[S:3][C:4]([C:7]2[C:12]([O:13][CH3:14])=[CH:11][CH:10]=[CH:9][C:8]=2[F:15])=[N:5][N:6]=1.[CH3:16][NH:17][CH:18]1[CH2:23][C:22]([CH3:25])([CH3:24])[NH:21][C:20]([CH3:27])([CH3:26])[CH2:19]1. The catalyst is CN1C(=O)CCC1.C([O-])(O)=O.[Na+].O. The product is [F:15][C:8]1[CH:9]=[CH:10][CH:11]=[C:12]([O:13][CH3:14])[C:7]=1[C:4]1[S:3][C:2]([N:17]([CH3:16])[CH:18]2[CH2:19][C:20]([CH3:26])([CH3:27])[NH:21][C:22]([CH3:25])([CH3:24])[CH2:23]2)=[N:6][N:5]=1. The yield is 0.280. (4) The product is [NH:27]([C:2]1[C:7]([C:8]([F:11])([F:10])[F:9])=[C:6]([O:12][CH2:13][C:14]2([C:20]3[CH:25]=[CH:24][CH:23]=[CH:22][CH:21]=3)[CH2:19][CH2:18][CH2:17][CH2:16][CH2:15]2)[CH:5]=[CH:4][N:3]=1)[NH2:28]. The reactants are Cl[C:2]1[C:7]([C:8]([F:11])([F:10])[F:9])=[C:6]([O:12][CH2:13][C:14]2([C:20]3[CH:25]=[CH:24][CH:23]=[CH:22][CH:21]=3)[CH2:19][CH2:18][CH2:17][CH2:16][CH2:15]2)[CH:5]=[CH:4][N:3]=1.O.[NH2:27][NH2:28]. The catalyst is O1CCOCC1. The yield is 0.920. (5) The reactants are [O:1]=[C:2]1[C:10]2[CH:9]=[C:8]3[O:11][CH2:12][O:13][C:7]3=[CH:6][C:5]=2[CH2:4][N:3]1[CH2:14][CH2:15][CH:16]1[CH2:21][CH2:20][N:19]([C:22]([O:24][C:25]([CH3:28])([CH3:27])[CH3:26])=[O:23])[CH2:18][CH2:17]1.O1CCC[CH2:30]1.C([N-]C(C)C)(C)C.[Li+].IC. The catalyst is CCCCCCC.O.C(OCC)(=O)C. The product is [CH3:30][CH:4]1[C:5]2[CH:6]=[C:7]3[O:13][CH2:12][O:11][C:8]3=[CH:9][C:10]=2[C:2](=[O:1])[N:3]1[CH2:14][CH2:15][CH:16]1[CH2:21][CH2:20][N:19]([C:22]([O:24][C:25]([CH3:28])([CH3:27])[CH3:26])=[O:23])[CH2:18][CH2:17]1. The yield is 0.467. (6) The product is [C:23]([O:22][C:20]([N:27]1[CH2:33][CH2:32][CH2:31][C@H:28]1[CH2:29][O:30][C:45]1[CH:46]=[CH:47][C:42]([B:37]2[O:38][C:39]([CH3:41])([CH3:40])[C:35]([CH3:49])([CH3:34])[O:36]2)=[CH:43][CH:44]=1)=[O:21])([CH3:26])([CH3:25])[CH3:24]. The catalyst is C1COCC1. The yield is 0.460. The reactants are C1(P(C2C=CC=CC=2)C2C=CC=CC=2)C=CC=CC=1.[C:20]([N:27]1[CH2:33][CH2:32][CH2:31][C@H:28]1[CH2:29][OH:30])([O:22][C:23]([CH3:26])([CH3:25])[CH3:24])=[O:21].[CH3:34][C:35]1([CH3:49])[C:39]([CH3:41])([CH3:40])[O:38][B:37]([C:42]2[CH:47]=[CH:46][C:45](O)=[CH:44][CH:43]=2)[O:36]1.N(C(N1CCCCC1)=O)=NC(N1CCCCC1)=O. (7) The reactants are [NH2:1][C:2]([CH3:6])([CH3:5])[CH2:3][OH:4].C(N(CC)CC)C.[F:14][C:15]([F:25])([F:24])[C:16]1[CH:23]=[CH:22][C:19]([CH2:20]Cl)=[CH:18][CH:17]=1. The catalyst is C1COCC1. The product is [CH3:5][C:2]1([CH3:6])[CH2:3][O:4][C:20]([C:19]2[CH:18]=[CH:17][C:16]([C:15]([F:14])([F:24])[F:25])=[CH:23][CH:22]=2)=[N:1]1. The yield is 0.870.